Dataset: Forward reaction prediction with 1.9M reactions from USPTO patents (1976-2016). Task: Predict the product of the given reaction. (1) The product is: [CH2:1]([O:8][C:9]([NH:11][CH2:12][CH2:13][N:14]1[C:19]2[CH:20]=[C:21]([C:25]([N:59]([CH:56]([CH3:58])[CH3:57])[C@@H:60]3[CH2:65][CH2:64][CH2:63][N:62]([C:66]([O:68][C:69]([CH3:71])([CH3:70])[CH3:72])=[O:67])[CH2:61]3)=[O:26])[C:22]([CH3:24])=[CH:23][C:18]=2[O:17][C:16]([CH3:38])([C:28]2[CH:33]=[CH:32][CH:31]=[C:30]([C:34]([F:36])([F:37])[F:35])[CH:29]=2)[C:15]1=[O:39])=[O:10])[C:2]1[CH:3]=[CH:4][CH:5]=[CH:6][CH:7]=1. Given the reactants [CH2:1]([O:8][C:9]([NH:11][CH2:12][CH2:13][N:14]1[C:19]2[CH:20]=[C:21]([C:25](O)=[O:26])[C:22]([CH3:24])=[CH:23][C:18]=2[O:17][C:16]([CH3:38])([C:28]2[CH:33]=[CH:32][CH:31]=[C:30]([C:34]([F:37])([F:36])[F:35])[CH:29]=2)[C:15]1=[O:39])=[O:10])[C:2]1[CH:7]=[CH:6][CH:5]=[CH:4][CH:3]=1.C(N(CC)CC)C.CN(C1C=CC=CN=1)C.[CH:56]([NH:59][C@@H:60]1[CH2:65][CH2:64][CH2:63][N:62]([C:66]([O:68][C:69]([CH3:72])([CH3:71])[CH3:70])=[O:67])[CH2:61]1)([CH3:58])[CH3:57], predict the reaction product. (2) Given the reactants C(O[C:6](=[O:31])[NH:7][CH2:8][C:9]1[CH:14]=[CH:13][C:12]([C:15]2[C:16]3[CH:23]=[C:22]([C:24]4[CH:25]=[N:26][N:27]([CH3:29])[CH:28]=4)[NH:21][C:17]=3[N:18]=[CH:19][N:20]=2)=[CH:11][C:10]=1[F:30])(C)(C)C.C(O)(C(F)(F)F)=O.[C:39]([C:43]1[CH:51]=[CH:50][C:46](C(O)=O)=[CH:45][CH:44]=1)([CH3:42])([CH3:41])[CH3:40].CCN(C(C)C)C(C)C.CN(C(ON1N=NC2C=CC=NC1=2)=[N+](C)C)C.F[P-](F)(F)(F)(F)F, predict the reaction product. The product is: [C:39]([C:43]1[CH:51]=[CH:50][C:46]([C:6]([NH:7][CH2:8][C:9]2[CH:14]=[CH:13][C:12]([C:15]3[C:16]4[CH:23]=[C:22]([C:24]5[CH:25]=[N:26][N:27]([CH3:29])[CH:28]=5)[NH:21][C:17]=4[N:18]=[CH:19][N:20]=3)=[CH:11][C:10]=2[F:30])=[O:31])=[CH:45][CH:44]=1)([CH3:42])([CH3:41])[CH3:40]. (3) Given the reactants C([O:3][C:4](=[O:13])[CH:5]([CH:7]1[CH2:12][CH2:11][O:10][CH2:9][CH2:8]1)[CH3:6])C.[OH-].[Na+].Cl, predict the reaction product. The product is: [O:10]1[CH2:11][CH2:12][CH:7]([CH:5]([CH3:6])[C:4]([OH:13])=[O:3])[CH2:8][CH2:9]1. (4) Given the reactants [CH3:1][N:2]1[CH2:7][CH2:6][N:5]([C:8]2[CH:13]=[C:12]([C:14]3[N:22]4[C:17]([C:18]([NH2:23])=[N:19][CH:20]=[N:21]4)=[CH:16][CH:15]=3)[CH:11]=[CH:10][N:9]=2)[CH2:4][CH2:3]1.[Br:24]N1C(C)(C)C(=O)N(Br)C1=O, predict the reaction product. The product is: [Br:24][C:16]1[CH:15]=[C:14]([C:12]2[CH:11]=[CH:10][N:9]=[C:8]([N:5]3[CH2:6][CH2:7][N:2]([CH3:1])[CH2:3][CH2:4]3)[CH:13]=2)[N:22]2[C:17]=1[C:18]([NH2:23])=[N:19][CH:20]=[N:21]2. (5) Given the reactants C[C:2]1[C:7]2[O:8][C@:9]3(C)[O:12][CH:13]=C[C@H](OC)[C@@H](C)[C@@H](OC(C)=O)[C@H](C)[C@H](O)[C@H](C)[C@@H](O)[C@@H](C)C=CC=C(C)C(N[C:30]4[C:33](/[CH:36]=N/N5CCN(C)CC5)=[C:34]([OH:35])[C:5]([C:6]=2[C:10]3=O)=[C:4]([C:31]=4O)C=1O)=O.C1[C@H](N)[C@@H](O[C@H]2O[C@H](CN)[C@@H](O)[C@H](O)[C@H]2O)[C@H](O)[C@@H](O[C@H]2O[C@H](CO)[C@@H](O)[C@H](N)[C@H]2O)[C@@H]1N, predict the reaction product. The product is: [CH3:36][CH2:33]/[CH:30]=[CH:31]\[CH2:4][CH:5]1[C:34](=[O:35])[CH2:2][CH2:7][CH:6]1[CH2:10][C:9]([O:12][CH3:13])=[O:8]. (6) The product is: [CH3:22][C:11]1[CH:10]=[CH:9][C:8]([C:5]2[N:4]=[C:3]([CH2:2][O:1][CH:46]3[CH2:45][C:44]([F:51])([F:43])[C:47]3([F:49])[F:48])[O:7][N:6]=2)=[CH:13][C:12]=1[NH2:14]. Given the reactants [OH:1][CH2:2][C:3]1[O:7][N:6]=[C:5]([C:8]2[CH:9]=[CH:10][C:11]([CH3:22])=[C:12]([NH:14]C(=O)OC(C)(C)C)[CH:13]=2)[N:4]=1.CCN(C(C)C)C(C)C.CS(Cl)(=O)=O.C([O-])([O-])=O.[K+].[K+].[F:43][C:44]1([F:51])[C:47]([F:49])([F:48])[CH2:46][CH:45]1O, predict the reaction product. (7) The product is: [CH2:1]([C:5]1[N:6]=[C:7]([C:21]2[CH:26]=[CH:25][C:24]([C:27]([F:30])([F:29])[F:28])=[CH:23][CH:22]=2)[S:8][C:9]=1[CH2:10][O:11][C:12]1[CH:17]=[CH:16][C:15]([CH2:18][Cl:42])=[C:14]([Cl:20])[CH:13]=1)[CH2:2][CH2:3][CH3:4]. Given the reactants [CH2:1]([C:5]1[N:6]=[C:7]([C:21]2[CH:26]=[CH:25][C:24]([C:27]([F:30])([F:29])[F:28])=[CH:23][CH:22]=2)[S:8][C:9]=1[CH2:10][O:11][C:12]1[CH:17]=[CH:16][C:15]([CH2:18]O)=[C:14]([Cl:20])[CH:13]=1)[CH2:2][CH2:3][CH3:4].C(N(CC)CC)C.CS([Cl:42])(=O)=O, predict the reaction product.